Dataset: TCR-epitope binding with 47,182 pairs between 192 epitopes and 23,139 TCRs. Task: Binary Classification. Given a T-cell receptor sequence (or CDR3 region) and an epitope sequence, predict whether binding occurs between them. (1) The epitope is ELAGIGILTV. The TCR CDR3 sequence is CASMGLTLRDTQYF. Result: 1 (the TCR binds to the epitope). (2) The epitope is KLSYGIATV. The TCR CDR3 sequence is CASSPVADRVYEQYF. Result: 0 (the TCR does not bind to the epitope).